From a dataset of Forward reaction prediction with 1.9M reactions from USPTO patents (1976-2016). Predict the product of the given reaction. (1) Given the reactants [Cl:1][C:2]1[CH:3]=[CH:4][C:5]2[N:9]=[CH:8][N:7]([C:10]3[S:14][C:13]([C:15]([O:17]C)=O)=[C:12]([O:19][CH2:20][C:21]4[CH:26]=[CH:25][CH:24]=[CH:23][C:22]=4[CH3:27])[CH:11]=3)[C:6]=2[CH:28]=1.[NH3:29], predict the reaction product. The product is: [Cl:1][C:2]1[CH:3]=[CH:4][C:5]2[N:9]=[CH:8][N:7]([C:10]3[S:14][C:13]([C:15]([NH2:29])=[O:17])=[C:12]([O:19][CH2:20][C:21]4[CH:26]=[CH:25][CH:24]=[CH:23][C:22]=4[CH3:27])[CH:11]=3)[C:6]=2[CH:28]=1. (2) Given the reactants [CH2:1]([O:4][C:5](=[O:14])[CH2:6][C:7]1[CH:12]=[CH:11][C:10]([OH:13])=[CH:9][CH:8]=1)[CH:2]=[CH2:3].[C:15]([O:19][C:20]([N:22]1[CH2:27][CH2:26][CH:25](O)[CH2:24][CH2:23]1)=[O:21])([CH3:18])([CH3:17])[CH3:16].C1(P(C2C=CC=CC=2)C2C=CC=CC=2)C=CC=CC=1.CCOC(/N=N/C(OCC)=O)=O.C1COCC1, predict the reaction product. The product is: [C:15]([O:19][C:20]([N:22]1[CH2:27][CH2:26][CH:25]([O:13][C:10]2[CH:9]=[CH:8][C:7]([CH2:6][C:5]([O:4][CH2:1][CH:2]=[CH2:3])=[O:14])=[CH:12][CH:11]=2)[CH2:24][CH2:23]1)=[O:21])([CH3:18])([CH3:16])[CH3:17]. (3) Given the reactants C[O:2][C:3](=[O:31])[CH2:4][O:5][C:6]1[CH:15]=[CH:14][C:13]([F:16])=[C:12]2[C:7]=1[C:8]([CH3:30])=[C:9]([CH2:21][C:22]1[CH:27]=[CH:26][C:25]([F:28])=[CH:24][C:23]=1[Cl:29])[C:10]([O:17][CH:18]([F:20])[F:19])=[N:11]2.[OH-].[Li+], predict the reaction product. The product is: [Cl:29][C:23]1[CH:24]=[C:25]([F:28])[CH:26]=[CH:27][C:22]=1[CH2:21][C:9]1[C:10]([O:17][CH:18]([F:19])[F:20])=[N:11][C:12]2[C:7]([C:8]=1[CH3:30])=[C:6]([O:5][CH2:4][C:3]([OH:31])=[O:2])[CH:15]=[CH:14][C:13]=2[F:16]. (4) The product is: [NH:11]1[CH2:15][CH2:14][C@@H:13]([NH:16][CH2:17][C:18]([N:19]2[CH2:23][CH2:22][CH2:21][C@H:20]2[B:24]2[O:32][C@H:31]3[C@:26]([CH3:36])([C@H:27]4[CH2:33][C@@H:29]([CH2:30]3)[C:28]4([CH3:35])[CH3:34])[O:25]2)=[O:37])[CH2:12]1. Given the reactants C(OC([N:11]1[CH2:15][CH2:14][CH:13]([N:16](C(OCC2C=CC=CC=2)=O)[CH2:17][C:18](=[O:37])[N:19]2[CH2:23][CH2:22][CH2:21][CH:20]2[B:24]2[O:32][CH:31]3[C:26]([CH3:36])([CH:27]4[CH2:33][CH:29]([CH2:30]3)[C:28]4([CH3:35])[CH3:34])[O:25]2)[CH2:12]1)=O)C1C=CC=CC=1, predict the reaction product. (5) Given the reactants Br[C:2]1[C:10]2[N:9]3[CH2:11][CH2:12][NH:13][C:14](=[O:15])[C:8]3=[C:7]([CH3:16])[C:6]=2[CH:5]=[C:4]([F:17])[CH:3]=1.[Cl:18][C:19]1[CH:24]=[CH:23][C:22](B(O)O)=[CH:21][C:20]=1[C:28]([F:31])([F:30])[F:29], predict the reaction product. The product is: [Cl:18][C:19]1[CH:24]=[CH:23][C:22]([C:2]2[C:10]3[N:9]4[CH2:11][CH2:12][NH:13][C:14](=[O:15])[C:8]4=[C:7]([CH3:16])[C:6]=3[CH:5]=[C:4]([F:17])[CH:3]=2)=[CH:21][C:20]=1[C:28]([F:29])([F:30])[F:31]. (6) Given the reactants [CH2:1]([Al](CC)CC)[CH3:2].[CH2:8]([OH:19])[CH2:9][CH2:10][CH2:11][CH2:12][CH2:13][CH2:14][CH2:15][CH2:16][CH:17]=[CH2:18], predict the reaction product. The product is: [CH2:1]=[CH2:2].[CH2:8]([OH:19])[CH2:9][CH2:10][CH2:11][CH2:12][CH2:13][CH2:14][CH2:15][CH2:16][CH:17]=[CH2:18]. (7) Given the reactants [C:1]([N:4]1[C@@:8]2([C:15]3[CH:20]=[C:19]([Br:21])[CH:18]=[CH:17][C:16]=3[F:22])[CH2:9][O:10][C@H:11]([C:12](O)=[O:13])[C@H:7]2[CH2:6][O:5]1)(=[O:3])[CH3:2].C1N=CN(C(N2C=NC=C2)=O)C=1.Cl.[CH3:36][NH:37][O:38][CH3:39], predict the reaction product. The product is: [C:1]([N:4]1[C@@:8]2([C:15]3[CH:20]=[C:19]([Br:21])[CH:18]=[CH:17][C:16]=3[F:22])[CH2:9][O:10][C@H:11]([C:12]([N:37]([O:38][CH3:39])[CH3:36])=[O:13])[C@H:7]2[CH2:6][O:5]1)(=[O:3])[CH3:2].